Dataset: Forward reaction prediction with 1.9M reactions from USPTO patents (1976-2016). Task: Predict the product of the given reaction. (1) The product is: [N:16]1[CH:17]=[CH:18][C:13]([C:11]2[NH:2][C:1](=[O:3])[C:4]3[C:5](=[CH:6][CH:7]=[CH:8][CH:9]=3)[N:10]=2)=[CH:14][N:15]=1. Given the reactants [C:1]([C:4]1[CH:9]=[CH:8][CH:7]=[CH:6][C:5]=1[NH:10][C:11]([C:13]1[CH:18]=[CH:17][N:16]=[N:15][CH:14]=1)=O)(=[O:3])[NH2:2].C[O-].[Na+], predict the reaction product. (2) Given the reactants [Cl:1][C:2]1[CH:3]=[C:4]([S:17]([NH2:20])(=[O:19])=[O:18])[CH:5]=[CH:6][C:7]=1[O:8][CH2:9][C:10]1([F:16])[CH2:15][CH2:14][NH:13][CH2:12][CH2:11]1.[O:21]1[CH2:24][C:23](=O)[CH2:22]1.C([BH3-])#N, predict the reaction product. The product is: [Cl:1][C:2]1[CH:3]=[C:4]([S:17]([NH2:20])(=[O:18])=[O:19])[CH:5]=[CH:6][C:7]=1[O:8][CH2:9][C:10]1([F:16])[CH2:15][CH2:14][N:13]([CH:23]2[CH2:24][O:21][CH2:22]2)[CH2:12][CH2:11]1. (3) The product is: [F:1][C:2]1([F:58])[C:6]2[N:7]([CH2:14][C:15]([NH:17][C@H:18]([C:28]3[C:33]([C:34]4[CH:35]=[CH:36][CH:37]=[C:38]5[C:42]=4[N:41]([CH3:43])[N:40]=[C:39]5[NH:44][S:45]([CH3:48])(=[O:47])=[O:46])=[CH:32][CH:31]=[C:30]([C:49]#[C:50][C:51]4([OH:56])[CH2:52][CH2:60][CH2:54]4)[N:29]=3)[CH2:19][C:20]3[CH:21]=[C:22]([F:27])[CH:23]=[C:24]([F:26])[CH:25]=3)=[O:16])[N:8]=[C:9]([C:10]([F:13])([F:12])[F:11])[C:5]=2[C@H:4]2[CH2:57][C@@H:3]12. Given the reactants [F:1][C:2]1([F:58])[C:6]2[N:7]([CH2:14][C:15]([NH:17][C@H:18]([C:28]3[C:33]([C:34]4[CH:35]=[CH:36][CH:37]=[C:38]5[C:42]=4[N:41]([CH3:43])[N:40]=[C:39]5[NH:44][S:45]([CH3:48])(=[O:47])=[O:46])=[CH:32][CH:31]=[C:30]([C:49]#[C:50][C:51]4([OH:56])[CH2:54]N(C)[CH2:52]4)[N:29]=3)[CH2:19][C:20]3[CH:25]=[C:24]([F:26])[CH:23]=[C:22]([F:27])[CH:21]=3)=[O:16])[N:8]=[C:9]([C:10]([F:13])([F:12])[F:11])[C:5]=2[C@H:4]2[CH2:57][C@@H:3]12.Br[C:60]1C([C@@H](NC(=O)CN2C3C(F)(F)[C@@H]4C[C@@H]4C=3C(C(F)(F)F)=N2)CC2C=C(F)C=C(F)C=2)=NC(C#CC2(O)CCC2)=CC=1, predict the reaction product.